From a dataset of NCI-60 drug combinations with 297,098 pairs across 59 cell lines. Regression. Given two drug SMILES strings and cell line genomic features, predict the synergy score measuring deviation from expected non-interaction effect. (1) Drug 1: CS(=O)(=O)C1=CC(=C(C=C1)C(=O)NC2=CC(=C(C=C2)Cl)C3=CC=CC=N3)Cl. Drug 2: C1CC(=O)NC(=O)C1N2CC3=C(C2=O)C=CC=C3N. Cell line: ACHN. Synergy scores: CSS=1.71, Synergy_ZIP=-0.477, Synergy_Bliss=-2.45, Synergy_Loewe=-7.63, Synergy_HSA=-4.23. (2) Drug 1: CC(CN1CC(=O)NC(=O)C1)N2CC(=O)NC(=O)C2. Drug 2: CN1C(=O)N2C=NC(=C2N=N1)C(=O)N. Cell line: HS 578T. Synergy scores: CSS=22.5, Synergy_ZIP=-3.23, Synergy_Bliss=7.90, Synergy_Loewe=0.279, Synergy_HSA=6.69. (3) Drug 1: CN(C)N=NC1=C(NC=N1)C(=O)N. Drug 2: CC12CCC3C(C1CCC2O)C(CC4=C3C=CC(=C4)O)CCCCCCCCCS(=O)CCCC(C(F)(F)F)(F)F. Cell line: EKVX. Synergy scores: CSS=-3.18, Synergy_ZIP=-0.212, Synergy_Bliss=-3.69, Synergy_Loewe=-5.19, Synergy_HSA=-5.18. (4) Drug 1: CC1C(C(CC(O1)OC2CC(OC(C2O)C)OC3=CC4=CC5=C(C(=O)C(C(C5)C(C(=O)C(C(C)O)O)OC)OC6CC(C(C(O6)C)O)OC7CC(C(C(O7)C)O)OC8CC(C(C(O8)C)O)(C)O)C(=C4C(=C3C)O)O)O)O. Drug 2: C1CN(CCN1C(=O)CCBr)C(=O)CCBr. Synergy scores: CSS=39.7, Synergy_ZIP=0.338, Synergy_Bliss=3.17, Synergy_Loewe=-36.2, Synergy_HSA=-0.316. Cell line: OVCAR3. (5) Drug 1: C1=NC2=C(N1)C(=S)N=C(N2)N. Drug 2: CS(=O)(=O)CCNCC1=CC=C(O1)C2=CC3=C(C=C2)N=CN=C3NC4=CC(=C(C=C4)OCC5=CC(=CC=C5)F)Cl. Cell line: SK-MEL-28. Synergy scores: CSS=7.88, Synergy_ZIP=-1.57, Synergy_Bliss=2.87, Synergy_Loewe=-3.53, Synergy_HSA=-0.170.